This data is from Forward reaction prediction with 1.9M reactions from USPTO patents (1976-2016). The task is: Predict the product of the given reaction. (1) Given the reactants [Cl:1][C:2]1[CH:25]=[CH:24][CH:23]=[CH:22][C:3]=1[CH2:4][O:5][C:6](=[O:21])[NH:7][C:8]1[CH:9]=[N:10][N:11]([CH2:13][C:14]2[O:15][C:16]([CH:19]=[O:20])=[CH:17][CH:18]=2)[CH:12]=1.[CH3:26][Mg]Br, predict the reaction product. The product is: [Cl:1][C:2]1[CH:25]=[CH:24][CH:23]=[CH:22][C:3]=1[CH2:4][O:5][C:6](=[O:21])[NH:7][C:8]1[CH:9]=[N:10][N:11]([CH2:13][C:14]2[O:15][C:16]([C:19](=[O:20])[CH3:26])=[CH:17][CH:18]=2)[CH:12]=1. (2) Given the reactants Cl[C:2]1[C:3]([C:10]([C:12]2[CH:17]=[CH:16][CH:15]=[CH:14][C:13]=2[O:18][CH:19]([F:21])[F:20])=O)=[N:4][C:5]([S:8][CH3:9])=[N:6][CH:7]=1.[SH:22][CH2:23][C:24]([O:26][CH3:27])=[O:25].C(=O)([O-])[O-].[K+].[K+].C(#N)C, predict the reaction product. The product is: [F:20][CH:19]([F:21])[O:18][C:13]1[CH:14]=[CH:15][CH:16]=[CH:17][C:12]=1[C:10]1[C:3]2[N:4]=[C:5]([S:8][CH3:9])[N:6]=[CH:7][C:2]=2[S:22][C:23]=1[C:24]([O:26][CH3:27])=[O:25]. (3) Given the reactants C(Cl)(=O)C(Cl)=O.C([C:9]1[CH:10]=[C:11](/[CH:15]=[CH:16]/[C:17]([OH:19])=O)[CH:12]=[CH:13][CH:14]=1)#N.C[N:21]([CH:23]=[O:24])C, predict the reaction product. The product is: [CH2:15]([C@H:16]1[CH2:17][O:19][C:23](=[O:24])[NH:21]1)[C:11]1[CH:10]=[CH:9][CH:14]=[CH:13][CH:12]=1. (4) Given the reactants C[O:2][C:3]1[CH:16]=[C:15]2[C:17]3=[C:18]4[C:8]([CH:9]=[CH:10][CH:11]=[C:12]4[CH:13]=[CH:14]2)=[CH:7][CH:6]=[C:5]3[C:4]=1[C:19]([C:21]1[CH:26]=[CH:25][CH:24]=[CH:23][C:22]=1[C:27]([C:29]1[C:42]2[C:43]3=[C:44]4[C:39](=[CH:40][CH:41]=2)[CH:38]=[CH:37][CH:36]=[C:35]4[CH:34]=[CH:33][C:32]3=[CH:31][C:30]=1[O:45]C)=[O:28])=[O:20].C(S)CCCCCCCCCCC.[OH-].[K+].Cl, predict the reaction product. The product is: [OH:2][C:3]1[CH:16]=[C:15]2[C:17]3=[C:18]4[C:8]([CH:9]=[CH:10][CH:11]=[C:12]4[CH:13]=[CH:14]2)=[CH:7][CH:6]=[C:5]3[C:4]=1[C:19]([C:21]1[CH:26]=[CH:25][CH:24]=[CH:23][C:22]=1[C:27]([C:29]1[C:42]2[C:43]3=[C:44]4[C:39](=[CH:40][CH:41]=2)[CH:38]=[CH:37][CH:36]=[C:35]4[CH:34]=[CH:33][C:32]3=[CH:31][C:30]=1[OH:45])=[O:28])=[O:20]. (5) Given the reactants [Cl:1][C:2]1[C:7]([C:8](O)([CH3:10])[CH3:9])=[CH:6][C:5]([NH:12][C:13](=[O:15])[CH3:14])=[C:4]([O:16][CH3:17])[CH:3]=1.O=S(Cl)Cl, predict the reaction product. The product is: [Cl:1][C:2]1[C:7]([C:8]([CH3:10])=[CH2:9])=[CH:6][C:5]([NH:12][C:13](=[O:15])[CH3:14])=[C:4]([O:16][CH3:17])[CH:3]=1.